This data is from Peptide-MHC class I binding affinity with 185,985 pairs from IEDB/IMGT. The task is: Regression. Given a peptide amino acid sequence and an MHC pseudo amino acid sequence, predict their binding affinity value. This is MHC class I binding data. (1) The peptide sequence is STLNFNNLH. The MHC is HLA-A29:02 with pseudo-sequence HLA-A29:02. The binding affinity (normalized) is 0.360. (2) The peptide sequence is EILWDVIPF. The MHC is HLA-A03:01 with pseudo-sequence HLA-A03:01. The binding affinity (normalized) is 0.0847. (3) The peptide sequence is FVLALLAFF. The MHC is HLA-A26:01 with pseudo-sequence HLA-A26:01. The binding affinity (normalized) is 0.0847. (4) The peptide sequence is ISVNNVCHMY. The MHC is HLA-A03:01 with pseudo-sequence HLA-A03:01. The binding affinity (normalized) is 0.0802. (5) The peptide sequence is ARWMISSAL. The MHC is HLA-B08:02 with pseudo-sequence HLA-B08:02. The binding affinity (normalized) is 0.0847. (6) The peptide sequence is LYIIKLVFL. The MHC is HLA-A30:02 with pseudo-sequence HLA-A30:02. The binding affinity (normalized) is 0.121.